Dataset: Full USPTO retrosynthesis dataset with 1.9M reactions from patents (1976-2016). Task: Predict the reactants needed to synthesize the given product. (1) Given the product [O:23]1[CH2:28][CH2:27][N:26]([CH2:29][C:30]2[N:31]=[C:32]([NH:35][C:17]([C:16]3[C:11]4[N:12]([CH:20]=[C:9]([C:5]5[CH:6]=[CH:7][CH:8]=[C:3]([C:2]([F:21])([F:22])[F:1])[CH:4]=5)[N:10]=4)[CH:13]=[CH:14][CH:15]=3)=[O:19])[S:33][CH:34]=2)[CH2:25][CH2:24]1, predict the reactants needed to synthesize it. The reactants are: [F:1][C:2]([F:22])([F:21])[C:3]1[CH:4]=[C:5]([C:9]2[N:10]=[C:11]3[C:16]([C:17]([OH:19])=O)=[CH:15][CH:14]=[CH:13][N:12]3[CH:20]=2)[CH:6]=[CH:7][CH:8]=1.[O:23]1[CH2:28][CH2:27][N:26]([CH2:29][C:30]2[N:31]=[C:32]([NH2:35])[S:33][CH:34]=2)[CH2:25][CH2:24]1. (2) Given the product [CH3:12][O:11][C:10]1[CH:9]=[C:5]([C:6]([OH:8])=[O:7])[C:4]([O:13][CH3:14])=[CH:3][C:2]=1[C:18]1[CH:19]=[CH:20][CH:21]=[CH:22][C:17]=1[C:16]([F:27])([F:26])[F:15], predict the reactants needed to synthesize it. The reactants are: Br[C:2]1[C:10]([O:11][CH3:12])=[CH:9][C:5]([C:6]([OH:8])=[O:7])=[C:4]([O:13][CH3:14])[CH:3]=1.[F:15][C:16]([F:27])([F:26])[C:17]1[CH:22]=[CH:21][CH:20]=[CH:19][C:18]=1B(O)O.C(=O)([O-])[O-].[K+].[K+].Cl. (3) Given the product [CH2:34]([NH:36][CH2:4][CH2:5][O:6][C:7]1[CH:8]=[CH:9][C:10]([O:13][C:14]2[CH:15]=[C:16]3[C:21](=[CH:22][CH:23]=2)[N:20]=[CH:19][N:18]=[C:17]3[NH:24][C:25]2[S:29][N:28]=[C:27]([CH3:30])[N:26]=2)=[N:11][CH:12]=1)[CH3:35], predict the reactants needed to synthesize it. The reactants are: C(O[CH:4](OCC)[CH2:5][O:6][C:7]1[CH:8]=[CH:9][C:10]([O:13][C:14]2[CH:15]=[C:16]3[C:21](=[CH:22][CH:23]=2)[N:20]=[CH:19][N:18]=[C:17]3[NH:24][C:25]2[S:29][N:28]=[C:27]([CH3:30])[N:26]=2)=[N:11][CH:12]=1)C.[CH2:34]([NH2:36])[CH3:35].O1CCCC1. (4) Given the product [CH3:1][C:2]1[CH:7]=[CH:6][N:5]=[CH:4][C:3]=1[N:8]1[CH2:12][CH2:11][N:10]([C:15]2[S:16][CH:17]=[CH:18][N:19]=2)[C:9]1=[O:13], predict the reactants needed to synthesize it. The reactants are: [CH3:1][C:2]1[CH:7]=[CH:6][N:5]=[CH:4][C:3]=1[N:8]1[CH2:12][CH2:11][NH:10][C:9]1=[O:13].Br[C:15]1[S:16][CH:17]=[CH:18][N:19]=1.N[C@@H]1CCCC[C@H]1N.C(=O)([O-])[O-].[K+].[K+]. (5) Given the product [Cl:1][C:2]1[CH:3]=[CH:4][C:5]([C:8]2[CH:9]=[C:10]([NH:20][C:27]([C:25]3[O:26][C:22]([CH3:21])=[CH:23][CH:24]=3)=[O:28])[CH:11]=[N:12][C:13]=2[O:14][CH2:15][C:16]([F:17])([F:18])[F:19])=[CH:6][CH:7]=1, predict the reactants needed to synthesize it. The reactants are: [Cl:1][C:2]1[CH:7]=[CH:6][C:5]([C:8]2[CH:9]=[C:10]([NH2:20])[CH:11]=[N:12][C:13]=2[O:14][CH2:15][C:16]([F:19])([F:18])[F:17])=[CH:4][CH:3]=1.[CH3:21][C:22]1[O:26][C:25]([C:27](O)=[O:28])=[CH:24][CH:23]=1. (6) Given the product [O:25]=[C:20]1[N:33]=[C:28]2[C:19](=[N:18][C:16]([NH2:17])=[N:15][C:13]2=[O:14])[N:12]1[C@@H:3]1[O:11][C@H:8]([CH2:9][OH:10])[C@@H:6]([OH:7])[CH2:4]1, predict the reactants needed to synthesize it. The reactants are: OO.[C@@H:3]1([N:12]2[CH:19]=[N:18][C:16]([NH2:17])=[N:15][C:13]2=[O:14])[O:11][C@H:8]([CH2:9][OH:10])[C@@H:6]([OH:7])[C@H:4]1O.[C:20]([O-:25])(=O)CCC.[Na+].C(O)[C:28]([NH2:33])(CO)CO.Cl. (7) Given the product [Cl:1][C:2]1[CH:3]=[C:4]([CH:9]2[C:18]3[C:13](=[CH:14][C:15]([C:31]4[CH:36]=[N:35][CH:34]=[CH:33][N:32]=4)=[C:16]([F:19])[CH:17]=3)[CH2:12][N:11]([CH3:29])[CH2:10]2)[CH:5]=[CH:6][C:7]=1[Cl:8], predict the reactants needed to synthesize it. The reactants are: [Cl:1][C:2]1[CH:3]=[C:4]([CH:9]2[C:18]3[C:13](=[CH:14][C:15](B4OC(C)(C)C(C)(C)O4)=[C:16]([F:19])[CH:17]=3)[CH2:12][N:11]([CH3:29])[CH2:10]2)[CH:5]=[CH:6][C:7]=1[Cl:8].Cl[C:31]1[CH:36]=[N:35][CH:34]=[CH:33][N:32]=1.